From a dataset of NCI-60 drug combinations with 297,098 pairs across 59 cell lines. Regression. Given two drug SMILES strings and cell line genomic features, predict the synergy score measuring deviation from expected non-interaction effect. Drug 1: CC1OCC2C(O1)C(C(C(O2)OC3C4COC(=O)C4C(C5=CC6=C(C=C35)OCO6)C7=CC(=C(C(=C7)OC)O)OC)O)O. Drug 2: C1=NC2=C(N=C(N=C2N1C3C(C(C(O3)CO)O)O)F)N. Cell line: UACC-257. Synergy scores: CSS=-1.13, Synergy_ZIP=-1.57, Synergy_Bliss=-4.35, Synergy_Loewe=-9.06, Synergy_HSA=-5.48.